From a dataset of Full USPTO retrosynthesis dataset with 1.9M reactions from patents (1976-2016). Predict the reactants needed to synthesize the given product. (1) Given the product [OH:2][CH2:1][CH2:3][NH:4][CH2:7][CH:6]([C:13]1[CH:18]=[CH:17][C:16]([C:19]2[N:23]=[C:22]([C:24]3[CH:29]=[C:28]([CH3:30])[N:27]=[C:26]([NH:31][CH:32]([CH3:34])[CH3:33])[N:25]=3)[O:21][N:20]=2)=[CH:15][CH:14]=1)[OH:5], predict the reactants needed to synthesize it. The reactants are: [CH2:1]([CH2:3][NH2:4])[OH:2].[OH:5][CH:6]([C:13]1[CH:18]=[CH:17][C:16]([C:19]2[N:23]=[C:22]([C:24]3[CH:29]=[C:28]([CH3:30])[N:27]=[C:26]([NH:31][CH:32]([CH3:34])[CH3:33])[N:25]=3)[O:21][N:20]=2)=[CH:15][CH:14]=1)[CH2:7]OS(C)(=O)=O. (2) Given the product [C:33]([O:37][C:38]([N:40]1[CH2:45][CH2:44][CH:43]([CH2:46][NH:47][C:26](=[O:28])[CH2:25][NH:24][C:22](=[O:23])[C:21]2[CH:29]=[CH:30][C:18]([S:15](=[O:17])(=[O:16])[NH:14][C:8]3[CH:9]=[C:10]([F:13])[CH:11]=[CH:12][C:7]=3[O:6][C:5]3[CH:4]=[CH:3][C:2]([Br:1])=[CH:32][CH:31]=3)=[CH:19][CH:20]=2)[CH2:42][CH2:41]1)=[O:39])([CH3:36])([CH3:35])[CH3:34], predict the reactants needed to synthesize it. The reactants are: [Br:1][C:2]1[CH:32]=[CH:31][C:5]([O:6][C:7]2[CH:12]=[CH:11][C:10]([F:13])=[CH:9][C:8]=2[NH:14][S:15]([C:18]2[CH:30]=[CH:29][C:21]([C:22]([NH:24][CH2:25][C:26]([OH:28])=O)=[O:23])=[CH:20][CH:19]=2)(=[O:17])=[O:16])=[CH:4][CH:3]=1.[C:33]([O:37][C:38]([N:40]1[CH2:45][CH2:44][CH:43]([CH2:46][NH2:47])[CH2:42][CH2:41]1)=[O:39])([CH3:36])([CH3:35])[CH3:34]. (3) Given the product [CH3:11][O:12][C:13]1[CH:20]=[C:19]([O:21][CH3:22])[CH:18]=[CH:17][C:14]=1[CH2:15][NH:2][CH2:3][CH2:4][CH2:5][C:6]([O:8][CH2:9][CH3:10])=[O:7], predict the reactants needed to synthesize it. The reactants are: Cl.[NH2:2][CH2:3][CH2:4][CH2:5][C:6]([O:8][CH2:9][CH3:10])=[O:7].[CH3:11][O:12][C:13]1[CH:20]=[C:19]([O:21][CH3:22])[CH:18]=[CH:17][C:14]=1[CH:15]=O.C(O[BH-](OC(=O)C)OC(=O)C)(=O)C.[Na+].